This data is from Forward reaction prediction with 1.9M reactions from USPTO patents (1976-2016). The task is: Predict the product of the given reaction. (1) Given the reactants C([O:3][C:4](=[O:21])[CH2:5][C:6]1[CH:11]=[CH:10][CH:9]=[C:8]([CH2:12][O:13][C:14]2[CH:19]=[CH:18][C:17](I)=[CH:16][CH:15]=2)[CH:7]=1)C.[CH3:22][O:23][C:24]1[C:29](B(O)O)=[CH:28][CH:27]=[CH:26][N:25]=1, predict the reaction product. The product is: [CH3:22][O:23][C:24]1[C:29]([C:17]2[CH:16]=[CH:15][C:14]([O:13][CH2:12][C:8]3[CH:7]=[C:6]([CH2:5][C:4]([OH:3])=[O:21])[CH:11]=[CH:10][CH:9]=3)=[CH:19][CH:18]=2)=[CH:28][CH:27]=[CH:26][N:25]=1. (2) Given the reactants [Cl:1][C:2]1[N:3]=[CH:4][N:5]([C:7]2[CH:12]=[CH:11][C:10]([NH:13][C:14]3[N:15]=[C:16]([N:29]4[CH2:37][CH2:36][C:31]5(OCC[O:32]5)[CH2:30]4)[C:17]4[CH2:22][CH2:21][CH:20]([C:23]5[CH:28]=[CH:27][CH:26]=[CH:25][CH:24]=5)[C:18]=4[N:19]=3)=[CH:9][C:8]=2[O:38][CH3:39])[CH:6]=1.Cl.CC(C)=O, predict the reaction product. The product is: [Cl:1][C:2]1[N:3]=[CH:4][N:5]([C:7]2[CH:12]=[CH:11][C:10]([NH:13][C:14]3[N:15]=[C:16]([N:29]4[CH2:37][CH2:36][C:31](=[O:32])[CH2:30]4)[C:17]4[CH2:22][CH2:21][CH:20]([C:23]5[CH:28]=[CH:27][CH:26]=[CH:25][CH:24]=5)[C:18]=4[N:19]=3)=[CH:9][C:8]=2[O:38][CH3:39])[CH:6]=1. (3) Given the reactants [OH:1][C:2]1[C:9]([CH3:10])=[CH:8][C:5]([CH:6]=[O:7])=[CH:4][C:3]=1[CH3:11].CN(C)C=O.Cl[C:18]([F:23])([F:22])C([O-])=O.[Na+].C(=O)([O-])[O-].[K+].[K+], predict the reaction product. The product is: [F:22][CH:18]([F:23])[O:1][C:2]1[C:3]([CH3:11])=[CH:4][C:5]([CH:6]=[O:7])=[CH:8][C:9]=1[CH3:10]. (4) Given the reactants [N+:1]([C:4]1[CH:12]=[CH:11][CH:10]=[C:9]([N+:13]([O-:15])=[O:14])[C:5]=1[C:6](Cl)=[O:7])([O-:3])=[O:2].[NH2:16][C@@H:17]([C:19]([OH:21])=[O:20])[CH3:18].C([O-])([O-])=O.[Na+].[Na+].[N+](C1C=CC=C([N+]([O-])=O)C=1C(O)=O)([O-])=O, predict the reaction product. The product is: [N+:1]([C:4]1[CH:12]=[CH:11][CH:10]=[C:9]([N+:13]([O-:15])=[O:14])[C:5]=1[C:6]([NH:16][C@H:17]([CH3:18])[C:19]([OH:21])=[O:20])=[O:7])([O-:3])=[O:2].